Dataset: Reaction yield outcomes from USPTO patents with 853,638 reactions. Task: Predict the reaction yield, written as a fraction of the theoretical maximum amount of product (1.0 means a 100% yield; for example, 0.34 means a 34% yield). The reactants are [N+:1]([C:4]1[CH:26]=[CH:25][C:7]2[S:8][CH2:9][CH2:10][N:11]([CH:12]3[CH2:17][CH2:16][N:15]([C:18]([O:20][C:21]([CH3:24])([CH3:23])[CH3:22])=[O:19])[CH2:14][CH2:13]3)[C:6]=2[CH:5]=1)([O-])=O.I.[S:28]1[CH:32]=[CH:31][CH:30]=[C:29]1[C:33](SC)=[NH:34]. The catalyst is C(O)C.O1CCCC1.C(OCC)(=O)C.[Pd]. The product is [S:28]1[CH:32]=[CH:31][CH:30]=[C:29]1[C:33](=[NH:34])[NH:1][C:4]1[CH:26]=[CH:25][C:7]2[S:8][CH2:9][CH2:10][N:11]([CH:12]3[CH2:17][CH2:16][N:15]([C:18]([O:20][C:21]([CH3:24])([CH3:23])[CH3:22])=[O:19])[CH2:14][CH2:13]3)[C:6]=2[CH:5]=1. The yield is 0.712.